Dataset: Full USPTO retrosynthesis dataset with 1.9M reactions from patents (1976-2016). Task: Predict the reactants needed to synthesize the given product. (1) Given the product [OH:1][C:2]1[CH:7]=[C:6]([CH3:8])[N:5]([CH3:9])[C:4](=[O:10])[C:3]=1[C:11](=[O:23])[CH:12]=[CH:13][C:14]1[CH:19]=[CH:18][CH:17]=[C:16]([C:20]([NH:38][CH2:28][CH2:29][OH:30])=[O:22])[CH:15]=1, predict the reactants needed to synthesize it. The reactants are: [OH:1][C:2]1[CH:7]=[C:6]([CH3:8])[N:5]([CH3:9])[C:4](=[O:10])[C:3]=1[C:11](=[O:23])[CH:12]=[CH:13][C:14]1[CH:19]=[CH:18][CH:17]=[C:16]([C:20]([OH:22])=O)[CH:15]=1.ON1[C:29](=[O:30])[CH2:28]CC1=O.C1([N:38]=C=NC2CCCCC2)CCCCC1.CO. (2) The reactants are: [F:1][C:2]1[CH:24]=[CH:23][CH:22]=[C:21]([F:25])[C:3]=1[CH2:4][O:5][C:6]1[C:7]2[N:8]([C:12]([C:16]([O:18]CC)=[O:17])=[C:13]([CH3:15])[N:14]=2)[CH:9]=[CH:10][CH:11]=1.[OH-].[Li+]. Given the product [F:1][C:2]1[CH:24]=[CH:23][CH:22]=[C:21]([F:25])[C:3]=1[CH2:4][O:5][C:6]1[C:7]2[N:8]([C:12]([C:16]([OH:18])=[O:17])=[C:13]([CH3:15])[N:14]=2)[CH:9]=[CH:10][CH:11]=1, predict the reactants needed to synthesize it.